This data is from Reaction yield outcomes from USPTO patents with 853,638 reactions. The task is: Predict the reaction yield, written as a fraction of the theoretical maximum amount of product (1.0 means a 100% yield; for example, 0.34 means a 34% yield). (1) The reactants are [Cl:1][C:2]1[CH:3]=[C:4]([CH2:13][C@@H:14]([CH2:19][C:20]([O:22][CH3:23])=[O:21])[C:15]([O:17]C)=O)[C:5]([CH2:11]Cl)=[C:6]2[C:10]=1[NH:9][N:8]=[CH:7]2.Cl.Cl.[NH:26]1[CH:30]=[CH:29][N:28]=[C:27]1[CH2:31][NH2:32].C(N(CC)CC)C.C(O)(=O)C. The catalyst is C(#N)C.ClCCl. The product is [NH:26]1[CH:30]=[CH:29][N:28]=[C:27]1[CH2:31][N:32]1[C:15](=[O:17])[C@H:14]([CH2:19][C:20]([O:22][CH3:23])=[O:21])[CH2:13][C:4]2[CH:3]=[C:2]([Cl:1])[C:10]3[NH:9][N:8]=[CH:7][C:6]=3[C:5]=2[CH2:11]1. The yield is 0.240. (2) The reactants are [F:1][C:2]1[CH:11]=[C:10]2[C:5]([CH:6]=[CH:7][CH:8]=[N:9]2)=[CH:4][C:3]=1[CH:12]([CH3:17])[C:13](OC)=[O:14].O.[NH2:19][NH2:20]. The catalyst is CO. The product is [F:1][C:2]1[CH:11]=[C:10]2[C:5]([CH:6]=[CH:7][CH:8]=[N:9]2)=[CH:4][C:3]=1[CH:12]([CH3:17])[C:13]([NH:19][NH2:20])=[O:14]. The yield is 1.00. (3) The catalyst is C(O)C.O. The yield is 0.660. The product is [NH2:20][C:19]1[N:11]([C:3]2[CH:2]=[N:1][C:10]3[C:5]([CH:4]=2)=[CH:6][CH:7]=[CH:8][CH:9]=3)[C:12](=[S:13])[NH:14][C:22](=[O:23])[CH:21]=1. The reactants are [N:1]1[C:10]2[C:5](=[CH:6][CH:7]=[CH:8][CH:9]=2)[CH:4]=[C:3]([NH:11][C:12]([NH2:14])=[S:13])[CH:2]=1.[O-]CC.[Na+].[C:19]([CH2:21][C:22](OCC)=[O:23])#[N:20].S(=O)(=O)(O)O. (4) The reactants are [C:1]([O:5][C:6]([NH:8][CH2:9][CH:10]1[CH2:15][CH2:14][CH2:13][NH:12][CH2:11]1)=[O:7])([CH3:4])([CH3:3])[CH3:2].C[Si]([N:20]=[C:21]=[O:22])(C)C. The catalyst is ClCCl. The product is [C:1]([O:5][C:6]([NH:8][CH2:9][CH:10]1[CH2:15][CH2:14][CH2:13][N:12]([C:21]([NH2:20])=[O:22])[CH2:11]1)=[O:7])([CH3:4])([CH3:2])[CH3:3]. The yield is 0.850. (5) The reactants are C(C1[CH:4]=[C:5]([CH3:32])[C:6]([C:9]2[CH:31]=[CH:30][C:12]([C:13]([NH:15][C:16]3[CH:21]=[CH:20][CH:19]=[CH:18][C:17]=3[NH:22]C(=O)OC(C)(C)C)=[O:14])=[CH:11][CH:10]=2)=[N:7][CH:8]=1)=O.[CH2:33]([N:35]1[CH2:40][CH2:39][NH:38][CH2:37][CH2:36]1)[CH3:34].[C:41](O)(=O)[CH3:42].C(O[BH-](OC(=O)C)OC(=O)C)(=O)C.[Na+]. The catalyst is O1CCCC1. The product is [NH2:22][C:17]1[CH:18]=[CH:19][CH:20]=[CH:21][C:16]=1[NH:15][C:13](=[O:14])[C:12]1[CH:30]=[CH:31][C:9]([C:6]2[C:5]([CH3:32])=[CH:4][C:34]([CH2:33][N:35]3[CH2:40][CH2:39][N:38]([CH2:41][CH3:42])[CH2:37][CH2:36]3)=[CH:8][N:7]=2)=[CH:10][CH:11]=1. The yield is 0.320.